Dataset: Reaction yield outcomes from USPTO patents with 853,638 reactions. Task: Predict the reaction yield, written as a fraction of the theoretical maximum amount of product (1.0 means a 100% yield; for example, 0.34 means a 34% yield). (1) The reactants are [NH2:1][C:2]1[S:3]/[C:4](=[CH:8]\[C:9]2[CH:14]=[C:13]([O:15][CH3:16])[C:12]([OH:17])=[C:11]([Cl:18])[CH:10]=2)/[C:5](=[O:7])[N:6]=1.Br[CH2:20][C:21]([C:23]1[CH:31]=[CH:30][C:26]([C:27]([NH2:29])=[O:28])=[CH:25][CH:24]=1)=O. No catalyst specified. The product is [Cl:18][C:11]1[CH:10]=[C:9](/[CH:8]=[C:4]2/[C:5](=[O:7])[N:6]3[CH:20]=[C:21]([C:23]4[CH:31]=[CH:30][C:26]([C:27]([NH2:29])=[O:28])=[CH:25][CH:24]=4)[N:1]=[C:2]3[S:3]/2)[CH:14]=[C:13]([O:15][CH3:16])[C:12]=1[OH:17]. The yield is 0.790. (2) The reactants are [Br:1][C:2]1[CH:7]=[CH:6][C:5]([SH:8])=[CH:4][CH:3]=1.Br[C:10]([CH3:19])([CH3:18])[C:11]([O:13][C:14]([CH3:17])([CH3:16])[CH3:15])=[O:12]. No catalyst specified. The product is [Br:1][C:2]1[CH:7]=[CH:6][C:5]([S:8][C:10]([CH3:19])([CH3:18])[C:11]([O:13][C:14]([CH3:17])([CH3:16])[CH3:15])=[O:12])=[CH:4][CH:3]=1. The yield is 0.800. (3) The reactants are S1[CH:5]=[CH:4][C:3]([C@@H:6]([C@@H:8]2[C@@H:13]([CH3:14])[CH2:12][CH2:11][CH2:10][C:9]2([CH3:16])[CH3:15])[OH:7])=[CH:2]1.[CH3:17][C:18](OI1(OC(C)=O)(OC(C)=O)OC(=O)C2C=CC=CC1=2)=O.C(=O)(O)[O-].[Na+]. The catalyst is ClCCl. The product is [CH:3]1([C:6]([C@@H:8]2[C@@H:13]([CH3:14])[CH2:12][CH2:11][CH2:10][C:9]2([CH3:16])[CH3:15])=[O:7])[CH2:4][CH2:5][CH2:18][CH2:17][CH2:2]1. The yield is 0.810. (4) The reactants are [Cl:1][CH2:2][C@H:3]1[O:8][CH2:7][C@@H:6]2[CH2:9][CH2:10][CH2:11][N:5]2[CH2:4]1.FC(F)(F)C(O)=O.[Br:19][C:20]1[CH:25]=[CH:24][C:23]([NH:26][C:27]2[C:36]3[C:31](=[CH:32][C:33]([OH:39])=[C:34]([O:37][CH3:38])[CH:35]=3)[N:30]=[CH:29][N:28]=2)=[C:22]([Cl:40])[C:21]=1[Cl:41].C(=O)([O-])[O-].[K+].[K+]. The catalyst is CC(N(C)C)=O. The product is [ClH:1].[Br:19][C:20]1[CH:25]=[CH:24][C:23]([NH:26][C:27]2[C:36]3[C:31](=[CH:32][C:33]([O:39][CH2:2][C@H:3]4[O:8][CH2:7][C@@H:6]5[CH2:9][CH2:10][CH2:11][N:5]5[CH2:4]4)=[C:34]([O:37][CH3:38])[CH:35]=3)[N:30]=[CH:29][N:28]=2)=[C:22]([Cl:40])[C:21]=1[Cl:41]. The yield is 0.340.